From a dataset of Full USPTO retrosynthesis dataset with 1.9M reactions from patents (1976-2016). Predict the reactants needed to synthesize the given product. (1) Given the product [C:1]([C:6]1[CH:7]=[C:8]2[C:12](=[N:13][CH:14]=1)[NH:11][C:10](=[O:15])[C:9]2=[CH:19][O:18][CH2:16][CH3:17])([O:3][CH2:4][CH3:5])=[O:2], predict the reactants needed to synthesize it. The reactants are: [C:1]([C:6]1[CH:7]=[C:8]2[C:12](=[N:13][CH:14]=1)[NH:11][C:10](=[O:15])[CH2:9]2)([O:3][CH2:4][CH3:5])=[O:2].[CH2:16]([O:18][CH:19](OC(=O)C)OCC)[CH3:17].C(OCC)C. (2) Given the product [CH2:29]([O:28]/[C:23](=[CH:22]\[C:17]1[CH:18]=[CH:19][C:20]([C:44]2[CH:43]=[CH:42][CH:41]=[C:40]([N:31]([CH3:30])[C:32]([NH:34][CH2:35][CH2:36][CH2:37][CH2:38][CH3:39])=[O:33])[CH:45]=2)=[C:15]([O:14][CH2:13][CH2:12][O:11][CH2:9][CH3:10])[CH:16]=1)/[C:24]([O:26][CH3:27])=[O:25])[CH3:50], predict the reactants needed to synthesize it. The reactants are: P([O-])([O-])([O-])=O.[K+].[K+].[K+].[CH2:9]([O:11][CH2:12][CH2:13][O:14][C:15]1[CH:16]=[C:17](/[CH:22]=[C:23](\[O:28][CH3:29])/[C:24]([O:26][CH3:27])=[O:25])[CH:18]=[CH:19][C:20]=1I)[CH3:10].[CH3:30][N:31]([C:40]1[CH:41]=[C:42](B(O)O)[CH:43]=[CH:44][CH:45]=1)[C:32]([NH:34][CH2:35][CH2:36][CH2:37][CH2:38][CH3:39])=[O:33].O.[CH3:50]N(C)C=O. (3) The reactants are: FC1C=CC(C#N)=CC=1.OCC1C=C(O)C=CC=1.C([O-])([O-])=O.[K+].[K+].Cl[C:26]1[C:34](Cl)=[C:33]2[C:29]([CH2:30][C:31]([CH:38]3[CH2:42][CH2:41][CH2:40]C3)(C)C2=O)=[CH:28][C:27]=1O. Given the product [C:30]1([C:29]2[CH:28]=[CH:27][CH:26]=[CH:34][CH:33]=2)[CH:31]=[CH:38][CH:42]=[CH:41][CH:40]=1, predict the reactants needed to synthesize it. (4) Given the product [Cl:3][C:21]1[N:17]([CH:11]2[CH2:16][CH2:15][CH2:14][CH2:13][CH2:12]2)[C:18]([C:23]2[CH:28]=[CH:27][CH:26]=[CH:25][CH:24]=2)=[N:19][C:20]=1[CH:9]=[O:10], predict the reactants needed to synthesize it. The reactants are: P(Cl)(Cl)([Cl:3])=O.CN([CH:9]=[O:10])C.[CH:11]1([N:17]2[C:21](=O)[CH2:20][N:19]=[C:18]2[C:23]2[CH:28]=[CH:27][CH:26]=[CH:25][CH:24]=2)[CH2:16][CH2:15][CH2:14][CH2:13][CH2:12]1. (5) Given the product [Cl:38][C:39]1[CH:40]=[CH:41][C:42]2[N:43]([C:45](=[O:48])[N:46]([CH2:19][C:20]3[CH:25]=[CH:24][C:23]([O:50][CH3:49])=[C:22]([C@H:27]4[C@H:32]([OH:33])[C@@H:31]([OH:34])[C@H:30]([OH:35])[C@@H:29]([CH2:36][OH:37])[O:28]4)[CH:21]=3)[N:47]=2)[CH:44]=1, predict the reactants needed to synthesize it. The reactants are: [Si](O[CH2:19][C:20]1[CH:21]=[C:22]([C@H:27]2[C@@H:32]([OH:33])[C@@H:31]([OH:34])[C@H:30]([OH:35])[CH:29]([CH2:36][OH:37])[O:28]2)[CH:23]=[CH:24][C:25]=1Cl)(C(C)(C)C)(C1C=CC=CC=1)C1C=CC=CC=1.[Cl:38][C:39]1[CH:40]=[CH:41][C:42]2[N:43]([C:45](=[O:48])[NH:46][N:47]=2)[CH:44]=1.[C:49](=O)([O-])[O-:50].[Cs+].[Cs+].C(=O)([O-])[O-].[K+].[K+].